Dataset: Experimentally validated miRNA-target interactions with 360,000+ pairs, plus equal number of negative samples. Task: Binary Classification. Given a miRNA mature sequence and a target amino acid sequence, predict their likelihood of interaction. (1) The miRNA is hsa-miR-1249-5p with sequence AGGAGGGAGGAGAUGGGCCAAGUU. The protein sequence of the target gene is MQLTVKALQGRECSLQVPEDELVSTLKQLVSEKLNVPVRQQRLLFKGKALADGKRLSDYSIGPNSKLNLVVKPLEKVLLEEGEAQRLADSPPPQVWQLISKVLARHFSAADASRVLEQLQRDYERSLSRLTLDDIERLASRFLHPEVTETMEKGFSK. Result: 1 (interaction). (2) The miRNA is hsa-miR-6780a-5p with sequence UUGGGAGGGAAGACAGCUGGAGA. The protein sequence of the target gene is MEKILQMAEGIDIGEMPSYDLVLSKPSKGQKRHLSTCDGQNPPKKQAGSKFHARPRFEPVHFVASSSKDERQEDPYGPQTKEVNEQTHFASMPRDIYQDYTQDSFSIQDGNSQYCDSSGFILTKDQPVTANMYFDSGNPAPSTTSQQANSQSTPEPSPSQTFPESVVAEKQYFIEKLTATIWKNLSNPEMTSGSDKINYTYMLTRCIQACKTNPEYIYAPLKEIPPADIPKNKKLLTDGYACEVRCQNIYLTTGYAGSKNGSRDRATELAVKLLQKRIEVRVVRRKFKHTFGEDLVVCQI.... Result: 1 (interaction). (3) The miRNA is hsa-miR-6757-3p with sequence AACACUGGCCUUGCUAUCCCCA. The protein sequence of the target gene is MAGDVGGRSCTDAELLLHPELLSQEFLLLTLEQKNIAVENEVRVNKDNLTDLYVQHAIPLPQRDLPKNRWGKMMEKKREHHEVKNDTKRSSAVDGLRKRPLIVFDGSSTSTSIKVKRTENGADDRLKPLAQIGSTSDAFWKSPNSSSRISPLVLFSNLPVNHKMEHNNNDTQQNHDLMNRKSPSGPVKSPPLSPVGTTPVKLKRAAPKEEAEATNHLKPPEVKRKIQHVTWP. Result: 0 (no interaction). (4) The miRNA is mmu-miR-30b-3p with sequence CUGGGAUGUGGAUGUUUACGUC. The protein sequence of the target gene is MFLPHMNHLTLEQTFFSQVLPKTVKLFDDMMYELTSQARGLSSQNLEIQTTLRNILQTMVQLLGALTGCVQHICATQESIILENIQSLPSSVLHIIKSTFVHCKNSESVYSGCLHLVSDLLQALFKEAYSLQKQLMELLDMVCMDPLVDDNDDILNMVIVIHSLLDICSVISSMDHAFHANTWKFIIKQSLKHQSIIKSQLKHKDIITSLCEDILFSFHSCLQLAEQMTQSDAQDNADYRLFQKTLKLCRFFANSLLHYAKEFLPFLSDSCCTLHQLYLQIHSKFPPSLYATRISKAHQE.... Result: 0 (no interaction). (5) The miRNA is mmu-miR-337-5p with sequence CGGCGUCAUGCAGGAGUUGAUU. The protein sequence of the target gene is MSWSPSLPTQTCGAWEMKERLGTGGFGNVIRWHNQVTGEQIAIKQCRQELSPKNRDRWCLEIQIMRRLNHPNVVAARDVPEGMQNLAPNDLPLLAMEYCQGGDLRRYLNQFENCCGLREGAILTLLSDIASALRYLHENRIIHRDLKPENIVLQQGEKRLIHKIIDLGYAKELDQGSLCTSFVGTLQYLAPELLEQQKYTVTVDYWSFGTLAFECITGFRPFLPNWQPVQWHSKVRQKSEVDIVVSEDLNGTVKFSSSSPFPNNLNSVLAERLEKWLQLMLTWQPRQRGVDPQYGPNGCF.... Result: 0 (no interaction). (6) The miRNA is hsa-miR-211-5p with sequence UUCCCUUUGUCAUCCUUCGCCU. The protein sequence of the target gene is MEAGGLPLELWRMILAYLHLPDLGRCSLVCRAWYELILSLDSTRWRQLCLGCTECRHPNWPNQPDVEPESWREAFKQHYLASKTWTKNALDLESSICFSLFRRRRERRTLSVGPGREFDSLGSALAMASLYDRIVLFPGVYEEQGEIILKVPVEIVGQGKLGEVALLASIDQHCSTTRLCNLVFTPAWFSPIMYKTTSGHVQFDNCNFENGHIQVHGPGTCQVKFCTFKNTHIFLHNVPLCVLENCEFVGSENNSVTVEGHPSADKNWAYKYLLGLIKSSPTFLPTEDSDFLMSLDLESR.... Result: 0 (no interaction).